Dataset: Reaction yield outcomes from USPTO patents with 853,638 reactions. Task: Predict the reaction yield, written as a fraction of the theoretical maximum amount of product (1.0 means a 100% yield; for example, 0.34 means a 34% yield). (1) The reactants are [CH3:1][C:2]1[N:10]=[CH:9][CH:8]=[CH:7][C:3]=1[C:4]([OH:6])=O.[H-].[Na+].ClC(OCC)=O.[C:19]([O:27][CH2:28][CH3:29])(=[O:26])[CH2:20][C:21]([O:23][CH2:24][CH3:25])=[O:22]. The catalyst is C1COCC1.C(O)(=O)C. The product is [CH2:24]([O:23][C:21](=[O:22])[CH:20]([C:4]([C:3]1[C:2]([CH3:1])=[N:10][CH:9]=[CH:8][CH:7]=1)=[O:6])[C:19]([O:27][CH2:28][CH3:29])=[O:26])[CH3:25]. The yield is 0.870. (2) The product is [CH3:1][O:2][C:3](=[O:40])[NH:4][CH:5]([C:9]([N:11]1[CH2:15][CH2:14][CH2:13][CH:12]1[C:16](=[O:39])[NH:17][C:18]1[CH:19]=[CH:20][C:21]([C:24]2[CH:25]=[CH:26][C:27]([C:64]3[CH:65]=[CH:66][C:61]([C:58]4[NH:57][C:56]([CH:52]5[CH2:53][CH2:54][CH2:55][N:51]5[C:49](=[O:50])[CH:45]([NH:44][C:43]([O:42][CH3:41])=[O:68])[CH:46]([CH3:48])[CH3:47])=[N:60][CH:59]=4)=[CH:62][CH:63]=3)=[CH:28][CH:29]=2)=[CH:22][CH:23]=1)=[O:10])[CH:6]([CH3:8])[CH3:7]. The catalyst is COCCOC.C1C=CC([P]([Pd]([P](C2C=CC=CC=2)(C2C=CC=CC=2)C2C=CC=CC=2)([P](C2C=CC=CC=2)(C2C=CC=CC=2)C2C=CC=CC=2)[P](C2C=CC=CC=2)(C2C=CC=CC=2)C2C=CC=CC=2)(C2C=CC=CC=2)C2C=CC=CC=2)=CC=1. The yield is 0.270. The reactants are [CH3:1][O:2][C:3](=[O:40])[NH:4][CH:5]([C:9]([N:11]1[CH2:15][CH2:14][CH2:13][CH:12]1[C:16](=[O:39])[NH:17][C:18]1[CH:23]=[CH:22][C:21]([C:24]2[CH:29]=[CH:28][C:27](B3OC(C)(C)C(C)(C)O3)=[CH:26][CH:25]=2)=[CH:20][CH:19]=1)=[O:10])[CH:6]([CH3:8])[CH3:7].[CH3:41][O:42][C:43](=[O:68])[NH:44][CH:45]([C:49]([N:51]1[CH2:55][CH2:54][CH2:53][CH:52]1[C:56]1[NH:57][C:58]([C:61]2[CH:66]=[CH:65][C:64](Br)=[CH:63][CH:62]=2)=[CH:59][N:60]=1)=[O:50])[CH:46]([CH3:48])[CH3:47].C(=O)([O-])[O-].[K+].[K+]. (3) The reactants are [Br:1][C:2]1[CH:7]=[CH:6][C:5]([NH:8][C:9]2[CH:14]=[CH:13][CH:12]=[CH:11][C:10]=2[N+:15]([O-])=O)=[CH:4][CH:3]=1.S(S([O-])=O)([O-])=O.[Na+].[Na+].C(=O)([O-])O.[Na+].[C:31](Cl)(=[O:38])[C:32]1[CH:37]=[CH:36][CH:35]=[CH:34][CH:33]=1. The catalyst is O1CCCC1.C(OCC)(=O)C.O. The product is [Br:1][C:2]1[CH:7]=[CH:6][C:5]([NH:8][C:9]2[CH:14]=[CH:13][CH:12]=[CH:11][C:10]=2[NH:15][C:31](=[O:38])[C:32]2[CH:37]=[CH:36][CH:35]=[CH:34][CH:33]=2)=[CH:4][CH:3]=1. The yield is 0.450. (4) The reactants are Cl[C:2]1[CH:7]=[CH:6][C:5]([Cl:8])=[CH:4][C:3]=1[S:9]([OH:12])(=[O:11])=[O:10].[Na].[CH3:14][C:15](N(C)C)=O.[OH2:20]. The catalyst is C(O)C.[Cu]. The product is [Cl:8][C:5]1[CH:4]=[C:3]([S:9]([OH:12])(=[O:11])=[O:10])[C:2]([C:2]2[C:3]([S:9]([OH:11])(=[O:10])=[O:20])=[CH:4][C:5]([Cl:8])=[CH:14][CH:15]=2)=[CH:7][CH:6]=1. The yield is 0.470. (5) The reactants are [C:1]([O:5][C:6]([NH:8][C@:9]([CH3:32])([CH2:12][CH2:13][C:14]1[N:15]([CH3:31])[C:16]([C:19](=[O:30])[CH2:20][CH2:21][CH2:22][CH2:23][C:24]2[CH:29]=[CH:28][CH:27]=[CH:26][CH:25]=2)=[CH:17][CH:18]=1)[CH2:10][OH:11])=[O:7])([CH3:4])([CH3:3])[CH3:2].N1C=NN=N1.C(N(C(C)C)[P:42]([O:47][CH2:48][CH:49]=[CH2:50])[O:43][CH2:44][CH:45]=[CH2:46])(C)C.C([O:58]O)(C)(C)C.CCCCCCCCCC.S([O-])([O-])=O.[Na+].[Na+]. The catalyst is ClCCl. The product is [P:42]([O:43][CH2:44][CH:45]=[CH2:46])([O:47][CH2:48][CH:49]=[CH2:50])([O:11][CH2:10][C@@:9]([NH:8][C:6]([O:5][C:1]([CH3:4])([CH3:3])[CH3:2])=[O:7])([CH3:32])[CH2:12][CH2:13][C:14]1[N:15]([CH3:31])[C:16]([C:19](=[O:30])[CH2:20][CH2:21][CH2:22][CH2:23][C:24]2[CH:25]=[CH:26][CH:27]=[CH:28][CH:29]=2)=[CH:17][CH:18]=1)=[O:58]. The yield is 0.680. (6) The reactants are C([O-])(=O)C.[Na+].Cl.[NH2:7][CH2:8][C:9](=O)[CH2:10][CH3:11].F[B-](F)(F)F.[NH:18]=[C:19](SC)[C:20]([O:22][CH2:23][CH3:24])=[O:21]. The catalyst is C(O)(=O)C. The product is [CH2:10]([C:9]1[NH:18][C:19]([C:20]([O:22][CH2:23][CH3:24])=[O:21])=[N:7][CH:8]=1)[CH3:11]. The yield is 0.720. (7) The reactants are [C:1]([O:5][NH:6][C:7]1[CH:12]=[CH:11][CH:10]=[CH:9][C:8]=1[NH:13][C:14](=[O:31])[C:15]1[CH:20]=[CH:19][C:18]([C:21]2[N:26]=[C:25](S(C)(=O)=O)[N:24]=[CH:23][CH:22]=2)=[CH:17][CH:16]=1)([CH3:4])([CH3:3])[CH3:2].NCCC[N:36]1[CH2:41][CH2:40][O:39][CH2:38][CH2:37]1. The product is [C:1]([O:5][NH:6][C:7]1[CH:12]=[CH:11][CH:10]=[CH:9][C:8]=1[NH:13][C:14](=[O:31])[C:15]1[CH:20]=[CH:19][C:18]([C:21]2[N:26]=[C:25]([CH2:9][CH2:8][CH2:7][NH:6][N:36]3[CH2:37][CH2:38][O:39][CH2:40][CH2:41]3)[N:24]=[CH:23][CH:22]=2)=[CH:17][CH:16]=1)([CH3:4])([CH3:3])[CH3:2]. The yield is 0.920. The catalyst is C1COCC1.CN(C)C(=O)C.